From a dataset of Full USPTO retrosynthesis dataset with 1.9M reactions from patents (1976-2016). Predict the reactants needed to synthesize the given product. (1) Given the product [C:35]([O:39][C:40]([NH:41][CH2:42][CH2:43][NH:44][CH2:27][CH2:26][CH2:25][CH:9]([N:7]([CH3:8])[C:6]([NH:5][CH2:4][C:3]1[CH:30]=[CH:31][CH:32]=[C:33]([F:34])[C:2]=1[Cl:1])=[O:29])[CH2:10][O:11][C:12](=[O:24])[NH:13][C:14]1[N:15]=[CH:16][C:17]2[C:22]([CH:23]=1)=[CH:21][CH:20]=[CH:19][CH:18]=2)=[O:45])([CH3:38])([CH3:36])[CH3:37], predict the reactants needed to synthesize it. The reactants are: [Cl:1][C:2]1[C:33]([F:34])=[CH:32][CH:31]=[CH:30][C:3]=1[CH2:4][NH:5][C:6](=[O:29])[N:7]([CH:9]([CH2:25][CH2:26][CH:27]=O)[CH2:10][O:11][C:12](=[O:24])[NH:13][C:14]1[N:15]=[CH:16][C:17]2[C:22]([CH:23]=1)=[CH:21][CH:20]=[CH:19][CH:18]=2)[CH3:8].[C:35]([O:39][C:40](=[O:45])[NH:41][CH2:42][CH2:43][NH2:44])([CH3:38])([CH3:37])[CH3:36].C(O[BH-](OC(=O)C)OC(=O)C)(=O)C.[Na+]. (2) Given the product [C:23]([C:20]1[CH:21]=[CH:22][C:17]([N:10]2[CH2:11][CH2:12][C:8]3([CH2:14][CH2:15][C:5]4([O:4][CH2:3][CH2:2][O:1]4)[CH2:6][CH2:7]3)[C:9]2=[O:13])=[CH:18][CH:19]=1)([CH3:26])([CH3:25])[CH3:24], predict the reactants needed to synthesize it. The reactants are: [O:1]1[C:5]2([CH2:15][CH2:14][C:8]3([CH2:12][CH2:11][NH:10][C:9]3=[O:13])[CH2:7][CH2:6]2)[O:4][CH2:3][CH2:2]1.Br[C:17]1[CH:22]=[CH:21][C:20]([C:23]([CH3:26])([CH3:25])[CH3:24])=[CH:19][CH:18]=1. (3) Given the product [NH2:2][C:3]1[CH2:4][CH2:5][C@@H:6]([C:8]([O:10][C:11]([CH3:14])([CH3:13])[CH3:12])=[O:9])[N:7]=1, predict the reactants needed to synthesize it. The reactants are: Cl.[NH2:2][C:3]1[CH2:4][CH2:5][C@@H:6]([C:8]([O:10][C:11]([CH3:14])([CH3:13])[CH3:12])=[O:9])[N:7]=1.C([O-])([O-])=O.[K+].[K+]. (4) Given the product [F:1][C:2]1[CH:3]=[C:4]([C:15]2[CH:20]=[CH:19][CH:18]=[CH:17][C:16]=2[S:21](=[O:24])(=[O:23])[NH2:22])[CH:5]=[CH:6][C:7]=1[NH:8][C:9]([C:11]1([NH:14][C:42]([NH:43][C:44]2[CH:49]=[CH:48][C:47]([Cl:50])=[CH:46][N:45]=2)=[O:41])[CH2:13][CH2:12]1)=[O:10], predict the reactants needed to synthesize it. The reactants are: [F:1][C:2]1[CH:3]=[C:4]([C:15]2[CH:20]=[CH:19][CH:18]=[CH:17][C:16]=2[S:21](=[O:24])(=[O:23])[NH2:22])[CH:5]=[CH:6][C:7]=1[NH:8][C:9]([C:11]1([NH2:14])[CH2:13][CH2:12]1)=[O:10].C(N(CC)CC)C.[N+](C1C=CC([O:41][C:42](=O)[NH:43][C:44]2[CH:49]=[CH:48][C:47]([Cl:50])=[CH:46][N:45]=2)=CC=1)([O-])=O.CCOC(C)=O. (5) Given the product [OH:8][C:9]1[CH:10]=[CH:11][C:12]([O:13][CH2:14][CH2:15][CH2:16][C:17]2[CH:34]=[CH:33][C:20]([O:21][CH2:22][C:23]3[CH:32]=[CH:31][CH:30]=[CH:29][C:24]=3[C:25]([O:27][CH3:28])=[O:26])=[CH:19][CH:18]=2)=[CH:35][CH:36]=1, predict the reactants needed to synthesize it. The reactants are: C([O:8][C:9]1[CH:36]=[CH:35][C:12]([O:13][CH2:14][CH2:15][CH2:16][C:17]2[CH:34]=[CH:33][C:20]([O:21][CH2:22][C:23]3[CH:32]=[CH:31][CH:30]=[CH:29][C:24]=3[C:25]([O:27][CH3:28])=[O:26])=[CH:19][CH:18]=2)=[CH:11][CH:10]=1)C1C=CC=CC=1.CSC.B(F)(F)F.CCOCC.CCOC(C)=O. (6) Given the product [Cl:1][C:2]1[CH:7]=[CH:6][CH:5]=[CH:4][C:3]=1[C:8]1[N:9]=[C:10]([NH:13][S:23]([C:20]2[CH:21]=[CH:22][C:17]([CH2:14][CH2:15][CH3:16])=[CH:18][CH:19]=2)(=[O:25])=[O:24])[S:11][CH:12]=1, predict the reactants needed to synthesize it. The reactants are: [Cl:1][C:2]1[CH:7]=[CH:6][CH:5]=[CH:4][C:3]=1[C:8]1[N:9]=[C:10]([NH2:13])[S:11][CH:12]=1.[CH2:14]([C:17]1[CH:22]=[CH:21][C:20]([S:23](Cl)(=[O:25])=[O:24])=[CH:19][CH:18]=1)[CH2:15][CH3:16]. (7) Given the product [Cl:21][C:20]1[C:15]([N:8]2[C:9]([C:11]([Cl:12])([Cl:13])[Cl:14])=[CH:10][C:6]([CH2:5][OH:4])=[N:7]2)=[N:16][CH:17]=[CH:18][CH:19]=1, predict the reactants needed to synthesize it. The reactants are: C([O:4][CH2:5][C:6]1[CH:10]=[C:9]([C:11]([Cl:14])([Cl:13])[Cl:12])[N:8]([C:15]2[C:20]([Cl:21])=[CH:19][CH:18]=[CH:17][N:16]=2)[N:7]=1)(=O)C.[OH-].[Na+]. (8) Given the product [F:1][C:2]1[C:3]([N:15]2[CH2:20][CH2:19][O:18][CH2:17][CH2:16]2)=[N:4][C:5]([NH:11][CH:12]([CH3:14])[CH3:13])=[C:6]([CH:10]=1)[C:7]([NH:56][C:52]([CH3:53])([C:54]#[CH:55])[CH3:51])=[O:9], predict the reactants needed to synthesize it. The reactants are: [F:1][C:2]1[C:3]([N:15]2[CH2:20][CH2:19][O:18][CH2:17][CH2:16]2)=[N:4][C:5]([NH:11][CH:12]([CH3:14])[CH3:13])=[C:6]([CH:10]=1)[C:7]([OH:9])=O.CCN=C=NCCCN(C)C.C1C=CC2N(O)N=NC=2C=1.CCN(C(C)C)C(C)C.[CH3:51][C:52]([NH2:56])([C:54]#[CH:55])[CH3:53].